From a dataset of Reaction yield outcomes from USPTO patents with 853,638 reactions. Predict the reaction yield, written as a fraction of the theoretical maximum amount of product (1.0 means a 100% yield; for example, 0.34 means a 34% yield). The reactants are [C:1]([O:8][CH3:9])(=[O:7])/[CH:2]=[CH:3]/[C:4]([OH:6])=[O:5].[C:10]([O:18][CH2:19][CH2:20]Cl)(=[O:17])[C:11]1[CH:16]=[CH:15][CH:14]=[CH:13][CH:12]=1. The product is [C:1]([O:8][CH3:9])(=[O:7])/[CH:2]=[CH:3]/[C:4]([O:6][CH2:20][CH2:19][O:18][C:10]([C:11]1[CH:16]=[CH:15][CH:14]=[CH:13][CH:12]=1)=[O:17])=[O:5]. The catalyst is CN1C(=O)CCC1. The yield is 0.240.